Dataset: Full USPTO retrosynthesis dataset with 1.9M reactions from patents (1976-2016). Task: Predict the reactants needed to synthesize the given product. (1) Given the product [C:20]([O:19][C:17]([NH:14][CH2:13][CH2:12][C:10]1[CH:9]=[C:6]([CH:5]=[C:4]([CH2:3][CH2:2][NH:1][C:17]([O:19][C:20]([CH3:23])([CH3:22])[CH3:21])=[O:18])[CH:11]=1)[CH2:15][OH:16])=[O:18])([CH3:23])([CH3:22])[CH3:21], predict the reactants needed to synthesize it. The reactants are: [NH2:1][CH2:2][CH2:3][C:4]1[CH2:5][C:6]([CH2:15][OH:16])([CH:9]=[C:10]([CH2:12][CH2:13][NH2:14])[CH:11]=1)CO.[C:17](O[C:17]([O:19][C:20]([CH3:23])([CH3:22])[CH3:21])=[O:18])([O:19][C:20]([CH3:23])([CH3:22])[CH3:21])=[O:18]. (2) Given the product [CH3:1][O:2][C:3]1[CH:4]=[C:5]([CH:10]=[CH:11][C:12]=1[O:13][C@@H:14]1[CH2:18][CH2:17][O:16][CH2:15]1)[C:6]([OH:8])=[O:7], predict the reactants needed to synthesize it. The reactants are: [CH3:1][O:2][C:3]1[CH:4]=[C:5]([CH:10]=[CH:11][C:12]=1[O:13][C@@H:14]1[CH2:18][CH2:17][O:16][CH2:15]1)[C:6]([O:8]C)=[O:7].[OH-].[Na+]. (3) Given the product [CH2:1]([O:3][C:4]([N:6]1[CH2:11][CH2:10][N:9]([C:12](=[O:29])[C:13]2[CH:18]=[C:17]([OH:19])[CH:16]=[C:15]([O:20][C:21]3[CH:26]=[CH:25][C:24]([CH2:27][NH2:28])=[CH:23][CH:22]=3)[CH:14]=2)[CH2:8][CH2:7]1)=[O:5])[CH3:2], predict the reactants needed to synthesize it. The reactants are: [CH2:1]([O:3][C:4]([N:6]1[CH2:11][CH2:10][N:9]([C:12](=[O:29])[C:13]2[CH:18]=[C:17]([OH:19])[CH:16]=[C:15]([O:20][C:21]3[CH:26]=[CH:25][C:24]([C:27]#[N:28])=[CH:23][CH:22]=3)[CH:14]=2)[CH2:8][CH2:7]1)=[O:5])[CH3:2].